Task: Predict the reactants needed to synthesize the given product.. Dataset: Retrosynthesis with 50K atom-mapped reactions and 10 reaction types from USPTO (1) Given the product COCOCc1ccc(CO)cn1, predict the reactants needed to synthesize it. The reactants are: CCOC(=O)c1ccc(COCOC)nc1. (2) Given the product Cc1sc2nc(SCCCN3CCN(c4ccc5ccccc5n4)CC3)n(N)c(=O)c2c1C, predict the reactants needed to synthesize it. The reactants are: Cc1sc2nc([S-])n(N)c(=O)c2c1C.ClCCCN1CCN(c2ccc3ccccc3n2)CC1. (3) Given the product Cc1ncccc1C1CCN(C(=O)/C=C/C(C)C)CC1, predict the reactants needed to synthesize it. The reactants are: CC(C)/C=C/C(=O)O.Cc1ncccc1C1CCNCC1. (4) Given the product Cc1nc2c(F)cc(C(C)(C)C)cc2c(O)c1C, predict the reactants needed to synthesize it. The reactants are: CC(C)(C)c1ccc(N)c(F)c1.CCOC(=O)C(C)C(C)=O.